Dataset: Full USPTO retrosynthesis dataset with 1.9M reactions from patents (1976-2016). Task: Predict the reactants needed to synthesize the given product. (1) The reactants are: C(N(CC)CC)C.Cl.[CH3:9][C:10](=[CH2:17])[C:11]([O:13][CH2:14][CH2:15][NH2:16])=[O:12].C1C2NC3C(=CC=CC=3)SC=2C=CC=1.[F:32][C:33]([F:39])([F:38])[S:34](F)(=[O:36])=[O:35]. Given the product [CH3:17][C:10](=[CH2:9])[C:11]([O:13][CH2:14][CH2:15][NH:16][S:34]([C:33]([F:39])([F:38])[F:32])(=[O:36])=[O:35])=[O:12], predict the reactants needed to synthesize it. (2) The reactants are: [NH2:1][CH2:2][CH2:3][CH2:4][NH:5][C:6]1[S:7][C:8]([C:11]([C:13]2[CH:18]=[CH:17][CH:16]=[CH:15][C:14]=2[CH3:19])=[O:12])=[CH:9][N:10]=1.CN(C)C1C=C[N+]([S:28]([NH:31][C:32]([O:34][C:35]([CH3:38])([CH3:37])[CH3:36])=[O:33])(=[O:30])=[O:29])=CC=1. Given the product [CH3:19][C:14]1[CH:15]=[CH:16][CH:17]=[CH:18][C:13]=1[C:11]([C:8]1[S:7][C:6]([NH:5][CH2:4][CH2:3][CH2:2][NH:1][S:28]([NH:31][C:32](=[O:33])[O:34][C:35]([CH3:37])([CH3:36])[CH3:38])(=[O:29])=[O:30])=[N:10][CH:9]=1)=[O:12], predict the reactants needed to synthesize it.